This data is from Peptide-MHC class I binding affinity with 185,985 pairs from IEDB/IMGT. The task is: Regression. Given a peptide amino acid sequence and an MHC pseudo amino acid sequence, predict their binding affinity value. This is MHC class I binding data. (1) The peptide sequence is LYTAKYPNL. The MHC is H-2-Kb with pseudo-sequence H-2-Kb. The binding affinity (normalized) is 0.464. (2) The peptide sequence is EMRFAYICT. The MHC is HLA-A02:03 with pseudo-sequence HLA-A02:03. The binding affinity (normalized) is 0.0847. (3) The peptide sequence is SVIWMMWYW. The MHC is HLA-A02:06 with pseudo-sequence HLA-A02:06. The binding affinity (normalized) is 0. (4) The peptide sequence is KLRQGYRPVF. The MHC is Mamu-B17 with pseudo-sequence Mamu-B17. The binding affinity (normalized) is 0.0650. (5) The peptide sequence is LSAKFKFML. The MHC is H-2-Kb with pseudo-sequence H-2-Kb. The binding affinity (normalized) is 0.423. (6) The peptide sequence is RIYCQENPY. The MHC is HLA-A03:01 with pseudo-sequence HLA-A03:01. The binding affinity (normalized) is 0.582. (7) The peptide sequence is LISLNSMYTR. The MHC is HLA-A11:01 with pseudo-sequence HLA-A11:01. The binding affinity (normalized) is 0.711. (8) The binding affinity (normalized) is 0.0847. The MHC is HLA-A69:01 with pseudo-sequence HLA-A69:01. The peptide sequence is ELFYILIAK. (9) The peptide sequence is PYLFWLAAI. The MHC is HLA-A33:01 with pseudo-sequence HLA-A33:01. The binding affinity (normalized) is 0. (10) The peptide sequence is GYGRVNAGK. The MHC is HLA-A01:01 with pseudo-sequence HLA-A01:01. The binding affinity (normalized) is 0.0847.